This data is from Reaction yield outcomes from USPTO patents with 853,638 reactions. The task is: Predict the reaction yield, written as a fraction of the theoretical maximum amount of product (1.0 means a 100% yield; for example, 0.34 means a 34% yield). (1) The reactants are [O:1]=[C:2]1[NH:6][C:5](=[O:7])[CH:4]([CH2:8][C:9]2[CH:19]=[CH:18][C:12]([O:13][CH2:14][C:15]([OH:17])=O)=[CH:11][CH:10]=2)[S:3]1.S(Cl)(Cl)=O.[NH2:24][C:25]1[CH:30]=[CH:29][C:28]([O:31][CH3:32])=[CH:27][C:26]=1[N:33]([CH3:41])[C:34](=[O:40])[O:35][C:36]([CH3:39])([CH3:38])[CH3:37].C(N(CC)CC)C. The catalyst is C(#N)C.O.CN(C)C=O. The product is [O:1]=[C:2]1[NH:6][C:5](=[O:7])[CH:4]([CH2:8][C:9]2[CH:10]=[CH:11][C:12]([O:13][CH2:14][C:15]([NH:24][C:25]3[CH:30]=[CH:29][C:28]([O:31][CH3:32])=[CH:27][C:26]=3[N:33]([CH3:41])[C:34](=[O:40])[O:35][C:36]([CH3:37])([CH3:39])[CH3:38])=[O:17])=[CH:18][CH:19]=2)[S:3]1. The yield is 0.920. (2) The reactants are [Cl:1][CH2:2][C@H:3]([OH:19])[CH2:4][NH:5][C:6]1[CH:11]=[CH:10][C:9]([N:12]2[CH2:17][CH2:16][O:15][CH2:14][C:13]2=[O:18])=[CH:8][CH:7]=1.[NH3:20].C. No catalyst specified. The product is [ClH:1].[NH2:20][CH2:2][C@@H:3]([OH:19])[CH2:4][NH:5][C:6]1[CH:11]=[CH:10][C:9]([N:12]2[CH2:17][CH2:16][O:15][CH2:14][C:13]2=[O:18])=[CH:8][CH:7]=1. The yield is 0.604.